Dataset: Peptide-MHC class I binding affinity with 185,985 pairs from IEDB/IMGT. Task: Regression. Given a peptide amino acid sequence and an MHC pseudo amino acid sequence, predict their binding affinity value. This is MHC class I binding data. (1) The peptide sequence is PADCFLVKLK. The MHC is HLA-A31:01 with pseudo-sequence HLA-A31:01. The binding affinity (normalized) is 0.0435. (2) The peptide sequence is TSEHGGRAY. The MHC is HLA-B08:02 with pseudo-sequence HLA-B08:02. The binding affinity (normalized) is 0.0847.